Dataset: Reaction yield outcomes from USPTO patents with 853,638 reactions. Task: Predict the reaction yield, written as a fraction of the theoretical maximum amount of product (1.0 means a 100% yield; for example, 0.34 means a 34% yield). (1) The reactants are [NH2:1][C:2]1[C:3]([NH:21][CH3:22])=[N:4][C:5]([NH:8][C:9]2[CH:14]=[CH:13][C:12]([N:15]3[CH2:20][CH2:19][O:18][CH2:17][CH2:16]3)=[CH:11][CH:10]=2)=[N:6][CH:7]=1.[Cl:23][C:24]1[CH:29]=[CH:28][CH:27]=[C:26]([Cl:30])[C:25]=1[C:31](=O)[C:32]([O:34]CC)=O.CC(O)=O. The catalyst is COCCO. The product is [Cl:30][C:26]1[CH:27]=[CH:28][CH:29]=[C:24]([Cl:23])[C:25]=1[C:31]1[C:32](=[O:34])[N:21]([CH3:22])[C:3]2[N:4]=[C:5]([NH:8][C:9]3[CH:14]=[CH:13][C:12]([N:15]4[CH2:20][CH2:19][O:18][CH2:17][CH2:16]4)=[CH:11][CH:10]=3)[N:6]=[CH:7][C:2]=2[N:1]=1. The yield is 0.370. (2) The reactants are Br[C:2]1[CH:7]=[CH:6][C:5]([F:8])=[CH:4][C:3]=1[O:9][CH2:10][O:11][CH3:12].[CH:13]#[C:14][CH2:15][CH3:16]. The catalyst is C(NCC)C.CCOCC.[Cu]I.Cl[Pd](Cl)([P](C1C=CC=CC=1)(C1C=CC=CC=1)C1C=CC=CC=1)[P](C1C=CC=CC=1)(C1C=CC=CC=1)C1C=CC=CC=1. The product is [C:13]([C:2]1[CH:7]=[CH:6][C:5]([F:8])=[CH:4][C:3]=1[O:9][CH2:10][O:11][CH3:12])#[C:14][CH2:15][CH3:16]. The yield is 0.910. (3) The reactants are C(OC(=O)[NH:7][CH2:8][C:9]1[CH:14]=[CH:13][C:12]([O:15][CH2:16][C:17](=[O:20])[NH:18][CH3:19])=[C:11]([CH:21]2[CH2:26][CH2:25][N:24]([C:27]([C:29]3[C:37]4[C:32](=[C:33]([CH3:38])[CH:34]=[CH:35][CH:36]=4)[N:31]([CH2:39][CH2:40][O:41][CH3:42])[CH:30]=3)=[O:28])[CH2:23][CH2:22]2)[CH:10]=1)(C)(C)C.[ClH:44]. The catalyst is O1CCOCC1. The product is [ClH:44].[NH2:7][CH2:8][C:9]1[CH:14]=[CH:13][C:12]([O:15][CH2:16][C:17]([NH:18][CH3:19])=[O:20])=[C:11]([CH:21]2[CH2:26][CH2:25][N:24]([C:27]([C:29]3[C:37]4[C:32](=[C:33]([CH3:38])[CH:34]=[CH:35][CH:36]=4)[N:31]([CH2:39][CH2:40][O:41][CH3:42])[CH:30]=3)=[O:28])[CH2:23][CH2:22]2)[CH:10]=1. The yield is 0.770.